This data is from Reaction yield outcomes from USPTO patents with 853,638 reactions. The task is: Predict the reaction yield, written as a fraction of the theoretical maximum amount of product (1.0 means a 100% yield; for example, 0.34 means a 34% yield). (1) The reactants are CCN(C(C)C)C(C)C.[CH3:10][O:11][C:12]1[CH:13]=[CH:14][CH:15]=[C:16]2[C:21]=1[O:20][C:19](=[O:22])[C:18]([C:23]([OH:25])=O)=[CH:17]2.CN(C(ON1N=NC2C=CC=NC1=2)=[N+](C)C)C.F[P-](F)(F)(F)(F)F.[OH:50][C:51]1[N:56]=[CH:55][C:54]([C:57]2[CH:58]=[C:59]([NH2:63])[CH:60]=[CH:61][CH:62]=2)=[CH:53][CH:52]=1. The catalyst is CN(C=O)C. The product is [OH:50][C:51]1[N:56]=[CH:55][C:54]([C:57]2[CH:58]=[C:59]([NH:63][C:23]([C:18]3[C:19](=[O:22])[O:20][C:21]4[C:16]([CH:17]=3)=[CH:15][CH:14]=[CH:13][C:12]=4[O:11][CH3:10])=[O:25])[CH:60]=[CH:61][CH:62]=2)=[CH:53][CH:52]=1. The yield is 0.210. (2) The reactants are [Br:1][C:2]1[N:7]=[C:6]([CH3:8])[C:5]([OH:9])=[CH:4][CH:3]=1.C([O-])([O-])=O.[K+].[K+].Br[CH:17]([CH3:19])[CH3:18].O. The catalyst is CN(C=O)C.CCOC(C)=O. The product is [Br:1][C:2]1[N:7]=[C:6]([CH3:8])[C:5]([O:9][CH:17]([CH3:19])[CH3:18])=[CH:4][CH:3]=1. The yield is 0.850. (3) The reactants are Cl[C:2]1[C:3](=[O:18])[N:4]([CH2:14][CH2:15][O:16][CH3:17])[C:5](=[O:13])[C:6]=1[C:7]1[CH:12]=[CH:11][CH:10]=[CH:9][CH:8]=1.[CH3:19][O:20][C:21]1[CH:27]=[CH:26][C:24]([NH2:25])=[CH:23][CH:22]=1. The catalyst is CN(C=O)C. The product is [CH3:17][O:16][CH2:15][CH2:14][N:4]1[C:5](=[O:13])[C:6]([C:7]2[CH:12]=[CH:11][CH:10]=[CH:9][CH:8]=2)=[C:2]([NH:25][C:24]2[CH:26]=[CH:27][C:21]([O:20][CH3:19])=[CH:22][CH:23]=2)[C:3]1=[O:18]. The yield is 0.210. (4) The reactants are Cl.[O:2]=[C:3]1[NH:11][C:10]2[C:5](=[N:6][C:7]([C:12]3[CH:13]=[N:14][N:15]4[CH:20]=[CH:19][C:18]([C:21]#[N:22])=[CH:17][C:16]=34)=[N:8][CH:9]=2)[N:4]1[C@H:23]1[CH2:28][CH2:27][CH2:26][NH:25][CH2:24]1.[CH3:29][N:30]([CH3:35])[S:31](Cl)(=[O:33])=[O:32]. The product is [C:21]([C:18]1[CH:19]=[CH:20][N:15]2[N:14]=[CH:13][C:12]([C:7]3[N:6]=[C:5]4[C:10]([NH:11][C:3](=[O:2])[N:4]4[C@H:23]4[CH2:28][CH2:27][CH2:26][N:25]([S:31]([N:30]([CH3:35])[CH3:29])(=[O:33])=[O:32])[CH2:24]4)=[CH:9][N:8]=3)=[C:16]2[CH:17]=1)#[N:22]. The yield is 0.380. The catalyst is CN(C=O)C. (5) The reactants are [Br:1][C:2]1[CH:3]=[CH:4][C:5]([F:18])=[C:6](/[C:8](=[N:11]/[S@@:12]([C:14]([CH3:17])([CH3:16])[CH3:15])=[O:13])/[CH2:9][F:10])[CH:7]=1.[Cl-].[C:20]([O:24][C:25](=[O:28])[CH2:26][Zn+])([CH3:23])([CH3:22])[CH3:21]. The catalyst is C1COCC1. The product is [Br:1][C:2]1[CH:3]=[CH:4][C:5]([F:18])=[C:6]([C@:8]([NH:11][S@@:12]([C:14]([CH3:15])([CH3:17])[CH3:16])=[O:13])([CH2:9][F:10])[CH2:26][C:25]([O:24][C:20]([CH3:23])([CH3:22])[CH3:21])=[O:28])[CH:7]=1. The yield is 0.780. (6) The reactants are COP([CH2:7][C:8]([CH:10]1[CH2:15][CH2:14][N:13]([C:16]([O:18][C:19]([CH3:22])([CH3:21])[CH3:20])=[O:17])[CH2:12][CH2:11]1)=[O:9])(OC)=O.C(=O)([O-])[O-].[K+].[K+].[Br:29][C:30]1[CH:37]=[CH:36][C:33]([CH:34]=O)=[CH:32][CH:31]=1. The catalyst is C(O)C. The product is [Br:29][C:30]1[CH:37]=[CH:36][C:33](/[CH:34]=[CH:7]/[C:8]([CH:10]2[CH2:11][CH2:12][N:13]([C:16]([O:18][C:19]([CH3:20])([CH3:21])[CH3:22])=[O:17])[CH2:14][CH2:15]2)=[O:9])=[CH:32][CH:31]=1. The yield is 0.800. (7) The reactants are [NH2:1][C:2]1[C:7]([C:8]#[N:9])=[CH:6][C:5]([C:10]2[CH:15]=[CH:14][C:13]([O:16][CH3:17])=[CH:12][CH:11]=2)=[CH:4][C:3]=1[C:18]1[CH:23]=[CH:22][C:21]([O:24][CH3:25])=[CH:20][CH:19]=1.Cl.N([O-])=O.[Na+].[N-:31]=[N+:32]=[N-].[Na+]. The catalyst is C(O)C. The product is [N:1]([C:2]1[C:7]([C:8]#[N:9])=[CH:6][C:5]([C:10]2[CH:11]=[CH:12][C:13]([O:16][CH3:17])=[CH:14][CH:15]=2)=[CH:4][C:3]=1[C:18]1[CH:23]=[CH:22][C:21]([O:24][CH3:25])=[CH:20][CH:19]=1)=[N+:31]=[N-:32]. The yield is 0.440.